This data is from Peptide-MHC class II binding affinity with 134,281 pairs from IEDB. The task is: Regression. Given a peptide amino acid sequence and an MHC pseudo amino acid sequence, predict their binding affinity value. This is MHC class II binding data. The peptide sequence is QHLCGSHLVEALYLV. The MHC is DRB1_0701 with pseudo-sequence DRB1_0701. The binding affinity (normalized) is 0.576.